This data is from Forward reaction prediction with 1.9M reactions from USPTO patents (1976-2016). The task is: Predict the product of the given reaction. (1) Given the reactants [CH3:1][C:2]1[C:3]([C:10]([O:12][CH3:13])=[O:11])=[CH:4][S:5][C:6]=1[N+:7]([O-])=O.C([SiH](CC)CC)C, predict the reaction product. The product is: [NH2:7][C:6]1[S:5][CH:4]=[C:3]([C:10]([O:12][CH3:13])=[O:11])[C:2]=1[CH3:1]. (2) The product is: [C:24]([C:23]1[CH:26]=[CH:27][C:20]([CH2:19][CH:6]([C:7]([O:9][CH2:10][CH:11]=[CH2:12])=[O:8])[C:5]([O:14][CH2:15][CH:16]=[CH2:17])=[O:13])=[CH:21][CH:22]=1)#[N:25]. Given the reactants [H-].[Na+].[H][H].[C:5]([O:14][CH2:15][CH:16]=[CH2:17])(=[O:13])[CH2:6][C:7]([O:9][CH2:10][CH:11]=[CH2:12])=[O:8].Cl[CH2:19][C:20]1[CH:27]=[CH:26][C:23]([C:24]#[N:25])=[CH:22][CH:21]=1.Cl, predict the reaction product. (3) Given the reactants [NH2:1][C:2]1[CH:7]=[C:6]([CH2:8][O:9][C:10]2[C:19]3[C:14](=[CH:15][CH:16]=[CH:17][CH:18]=3)[C:13]([NH:20][C:21]([NH:23][C:24]3[N:28]([C:29]4[CH:34]=[CH:33][C:32]([CH3:35])=[CH:31][CH:30]=4)[N:27]=[C:26]([C:36]([CH3:39])([CH3:38])[CH3:37])[CH:25]=3)=[O:22])=[CH:12][CH:11]=2)[CH:5]=[CH:4][N:3]=1.C[N:41]=[C:42]=[O:43].N1C=CC=C[CH:45]=1, predict the reaction product. The product is: [CH3:45][N:1]([C:2]1[CH:7]=[C:6]([CH2:8][O:9][C:10]2[C:19]3[C:14](=[CH:15][CH:16]=[CH:17][CH:18]=3)[C:13]([NH:20][C:21]([NH:23][C:24]3[N:28]([C:29]4[CH:30]=[CH:31][C:32]([CH3:35])=[CH:33][CH:34]=4)[N:27]=[C:26]([C:36]([CH3:39])([CH3:38])[CH3:37])[CH:25]=3)=[O:22])=[CH:12][CH:11]=2)[CH:5]=[CH:4][N:3]=1)[C:42]([NH2:41])=[O:43]. (4) Given the reactants C(O[BH-](OC(=O)C)OC(=O)C)(=O)C.[Na+].[ClH:15].[CH3:16][CH:17]([NH:19][C:20]1[C:25]([C:26]#[N:27])=[CH:24][C:23]([C:28]2[O:32][N:31]=[C:30]([C:33]3[CH:43]=[CH:42][C:36]4[CH2:37][CH2:38][NH:39][CH2:40][CH2:41][C:35]=4[C:34]=3[CH3:44])[N:29]=2)=[CH:22][N:21]=1)[CH3:18].[O:45]=[CH:46][C@H:47]([CH2:49]O)[OH:48].C(=O)([O-])O.[Na+], predict the reaction product. The product is: [ClH:15].[OH:48][C@@H:47]([CH2:46][OH:45])[CH2:49][N:39]1[CH2:38][CH2:37][C:36]2[CH:42]=[CH:43][C:33]([C:30]3[N:29]=[C:28]([C:23]4[CH:24]=[C:25]([C:26]#[N:27])[C:20]([NH:19][CH:17]([CH3:16])[CH3:18])=[N:21][CH:22]=4)[O:32][N:31]=3)=[C:34]([CH3:44])[C:35]=2[CH2:41][CH2:40]1. (5) The product is: [C:1]([SiH2:5][O:6][C:7]([CH3:17])([CH3:16])[C:8]1[O:12][C:11]([CH2:13][O:14][C:25]([C:26]2[CH:31]=[CH:30][CH:29]=[CH:28][CH:27]=2)([C:38]2[CH:39]=[CH:40][CH:41]=[CH:42][CH:43]=2)[C:32]2[CH:33]=[CH:34][CH:35]=[CH:36][CH:37]=2)=[N:10][C:9]=1[CH3:15])([CH3:4])([CH3:3])[CH3:2]. Given the reactants [C:1]([SiH2:5][O:6][C:7]([CH3:17])([CH3:16])[C:8]1[O:12][C:11]([CH2:13][OH:14])=[N:10][C:9]=1[CH3:15])([CH3:4])([CH3:3])[CH3:2].C(N(CC)CC)C.[C:25](Cl)([C:38]1[CH:43]=[CH:42][CH:41]=[CH:40][CH:39]=1)([C:32]1[CH:37]=[CH:36][CH:35]=[CH:34][CH:33]=1)[C:26]1[CH:31]=[CH:30][CH:29]=[CH:28][CH:27]=1.O, predict the reaction product. (6) Given the reactants [Cl:1][C:2]1[CH:7]=[CH:6][C:5]([S:8]([CH2:11][C:12]#[N:13])(=[O:10])=[O:9])=[CH:4][CH:3]=1.[C:14](=O)([O-])[O-].[K+].[K+].[CH2:20]1[O:28][C:27]2[CH:26]=[CH:25][C:24]([N:29]=[C:30]=[S:31])=[CH:23][C:22]=2[O:21]1.CI.Cl, predict the reaction product. The product is: [O:28]1[C:27]2[CH:26]=[CH:25][C:24]([NH:29][C:30]([S:31][CH3:14])=[C:11]([S:8]([C:5]3[CH:4]=[CH:3][C:2]([Cl:1])=[CH:7][CH:6]=3)(=[O:9])=[O:10])[C:12]#[N:13])=[CH:23][C:22]=2[O:21][CH2:20]1.